This data is from Forward reaction prediction with 1.9M reactions from USPTO patents (1976-2016). The task is: Predict the product of the given reaction. Given the reactants [N:1]1([CH2:7][CH2:8][NH2:9])[CH2:6][CH2:5][CH2:4][CH2:3][CH2:2]1.Cl[C:11]1[N:12]=[N+:13]([O-:22])[C:14]2[CH:20]=[C:19]([CH3:21])[CH:18]=[CH:17][C:15]=2[N:16]=1, predict the reaction product. The product is: [CH3:21][C:19]1[CH:18]=[CH:17][C:15]2[N:16]=[C:11]([NH:9][CH2:8][CH2:7][N:1]3[CH2:6][CH2:5][CH2:4][CH2:3][CH2:2]3)[N:12]=[N+:13]([O-:22])[C:14]=2[CH:20]=1.